Predict the product of the given reaction. From a dataset of Forward reaction prediction with 1.9M reactions from USPTO patents (1976-2016). (1) The product is: [C:1]([O:5][C:6](=[O:18])[NH:7][C:8]1[CH:13]=[CH:12][C:11]([CH:14]2[CH2:16][CH2:15]2)=[CH:10][C:9]=1[NH:17][C:22](=[O:21])[CH2:23][C:24]([C:26]1[CH:33]=[CH:32][CH:31]=[C:28]([C:29]#[N:30])[CH:27]=1)=[O:25])([CH3:4])([CH3:2])[CH3:3]. Given the reactants [C:1]([O:5][C:6](=[O:18])[NH:7][C:8]1[CH:13]=[CH:12][C:11]([CH:14]2[CH2:16][CH2:15]2)=[CH:10][C:9]=1[NH2:17])([CH3:4])([CH3:3])[CH3:2].CC1(C)[O:25][C:24]([C:26]2[CH:27]=[C:28]([CH:31]=[CH:32][CH:33]=2)[C:29]#[N:30])=[CH:23][C:22](=O)[O:21]1, predict the reaction product. (2) Given the reactants [CH2:1]([N:3]1[C:7]([CH3:8])=[C:6]([CH2:9][S:10][C:11]2[N:16]=[C:15]([OH:17])[CH:14]=[C:13]([CH3:18])[N:12]=2)[N:5]=[CH:4]1)[CH3:2].[ClH:19].O1CCOCC1, predict the reaction product. The product is: [ClH:19].[CH2:1]([N:3]1[C:7]([CH3:8])=[C:6]([CH2:9][S:10][C:11]2[N:16]=[C:15]([OH:17])[CH:14]=[C:13]([CH3:18])[N:12]=2)[N:5]=[CH:4]1)[CH3:2]. (3) The product is: [O:24]=[S:16]1(=[O:25])[C:17]2[CH:23]=[CH:22][CH:21]=[CH:20][C:18]=2[CH2:19][N:13]([C:4]2[CH:3]=[C:2]([NH:33][CH2:32][CH:29]3[CH2:30][CH2:31][NH:26][CH2:27][CH2:28]3)[C:11]3[C:6](=[CH:7][CH:8]=[C:9]([CH3:12])[CH:10]=3)[N:5]=2)[CH2:14][CH2:15]1. Given the reactants Cl[C:2]1[C:11]2[C:6](=[CH:7][CH:8]=[C:9]([CH3:12])[CH:10]=2)[N:5]=[C:4]([N:13]2[CH2:19][C:18]3[CH:20]=[CH:21][CH:22]=[CH:23][C:17]=3[S:16](=[O:25])(=[O:24])[CH2:15][CH2:14]2)[CH:3]=1.[NH:26]1[CH2:31][CH2:30][CH:29]([CH2:32][NH2:33])[CH2:28][CH2:27]1, predict the reaction product. (4) Given the reactants Cl[C:2]1[N:7]=[C:6]([O:8][C:9]2[C:18]3[C:13](=[CH:14][CH:15]=[CH:16][CH:17]=3)[C:12]([NH:19]C(=O)OC(C)(C)C)=[CH:11][CH:10]=2)[CH:5]=[CH:4][N:3]=1.[O:27]1[CH2:32][CH2:31][N:30]([CH2:33][CH2:34][O:35][C:36]2[N:41]=[C:40]([NH2:42])[CH:39]=[CH:38][CH:37]=2)[CH2:29][CH2:28]1.C(=O)([O-])[O-].[Cs+].[Cs+].C1C=CC(P(C2C(C3C(P(C4C=CC=CC=4)C4C=CC=CC=4)=CC=C4C=3C=CC=C4)=C3C(C=CC=C3)=CC=2)C2C=CC=CC=2)=CC=1.N#N.FC(F)(F)C(O)=O, predict the reaction product. The product is: [NH2:19][C:12]1[C:13]2[C:18](=[CH:17][CH:16]=[CH:15][CH:14]=2)[C:9]([O:8][C:6]2[CH:5]=[CH:4][N:3]=[C:2]([NH:42][C:40]3[CH:39]=[CH:38][CH:37]=[C:36]([O:35][CH2:34][CH2:33][N:30]4[CH2:29][CH2:28][O:27][CH2:32][CH2:31]4)[N:41]=3)[N:7]=2)=[CH:10][CH:11]=1. (5) Given the reactants [CH3:1][C@@H:2]1[NH:7][CH2:6][CH2:5][N:4]([C:8]([O:10][C:11]([CH3:14])([CH3:13])[CH3:12])=[O:9])[CH2:3]1.F[C:16]1[CH:23]=[CH:22][C:21]([N+:24]([O-:26])=[O:25])=[CH:20][C:17]=1[CH:18]=[O:19].C([O-])([O-])=O.[K+].[K+], predict the reaction product. The product is: [CH:18]([C:17]1[CH:20]=[C:21]([N+:24]([O-:26])=[O:25])[CH:22]=[CH:23][C:16]=1[N:7]1[CH2:6][CH2:5][N:4]([C:8]([O:10][C:11]([CH3:13])([CH3:12])[CH3:14])=[O:9])[CH2:3][C@@H:2]1[CH3:1])=[O:19]. (6) The product is: [F:25][C:24]([F:27])([F:26])[C:10]1[N:9]=[C:8]([C:4]2[CH:3]=[C:2]([C:36]3[CH:37]=[C:32]([S:28]([NH2:29])(=[O:31])=[O:30])[CH:33]=[N:34][CH:35]=3)[CH:7]=[CH:6][CH:5]=2)[CH:13]=[C:12]([C:14]2[CH:19]=[CH:18][C:17]([C:20]([F:23])([F:22])[F:21])=[CH:16][CH:15]=2)[CH:11]=1. Given the reactants Br[C:2]1[CH:3]=[C:4]([C:8]2[CH:13]=[C:12]([C:14]3[CH:19]=[CH:18][C:17]([C:20]([F:23])([F:22])[F:21])=[CH:16][CH:15]=3)[CH:11]=[C:10]([C:24]([F:27])([F:26])[F:25])[N:9]=2)[CH:5]=[CH:6][CH:7]=1.[S:28]([C:32]1[CH:33]=[N:34][CH:35]=[C:36](B(O)O)[CH:37]=1)(=[O:31])(=[O:30])[NH2:29], predict the reaction product.